This data is from Catalyst prediction with 721,799 reactions and 888 catalyst types from USPTO. The task is: Predict which catalyst facilitates the given reaction. (1) Reactant: [NH2:1][CH2:2][CH2:3][CH2:4][CH2:5][C:6]1[CH:11]=[CH:10][C:9]([CH2:12][CH2:13][CH2:14][CH:15]([NH:17][CH2:18][C@@H:19]([C:21]2[CH:22]=[CH:23][C:24]([OH:30])=[C:25]([NH:27][CH:28]=[O:29])[CH:26]=2)[OH:20])[CH3:16])=[CH:8][CH:7]=1.CCN(C(C)C)C(C)C.I.[NH2:41][C:42]1[C:43]([C:50]([NH:52][C:53](=[NH:56])SC)=[O:51])=[N:44][C:45]([Cl:49])=[C:46]([NH2:48])[N:47]=1. Product: [NH2:41][C:42]1[C:43]([C:50]([N:52]=[C:53]([NH2:56])[NH:1][CH2:2][CH2:3][CH2:4][CH2:5][C:6]2[CH:7]=[CH:8][C:9]([CH2:12][CH2:13][CH2:14][CH:15]([NH:17][CH2:18][C@@H:19]([C:21]3[CH:22]=[CH:23][C:24]([OH:30])=[C:25]([NH:27][CH:28]=[O:29])[CH:26]=3)[OH:20])[CH3:16])=[CH:10][CH:11]=2)=[O:51])=[N:44][C:45]([Cl:49])=[C:46]([NH2:48])[N:47]=1. The catalyst class is: 8. (2) Reactant: [NH2:1][C:2]1[C:11]([Br:12])=[C:10]2[C:5]([C:6](=[O:23])[N:7]([C:16]3[CH:21]=[CH:20][C:19]([Cl:22])=[CH:18][CH:17]=3)[C:8]([CH:13]([CH3:15])[CH3:14])=[N:9]2)=[CH:4][CH:3]=1.C(N(CC)CC)C.[C:31](Cl)(=[O:34])[CH:32]=[CH2:33]. Product: [Br:12][C:11]1[C:2]([NH:1][C:31](=[O:34])[CH:32]=[CH2:33])=[CH:3][CH:4]=[C:5]2[C:10]=1[N:9]=[C:8]([CH:13]([CH3:15])[CH3:14])[N:7]([C:16]1[CH:21]=[CH:20][C:19]([Cl:22])=[CH:18][CH:17]=1)[C:6]2=[O:23]. The catalyst class is: 4. (3) Reactant: FC(F)(F)C(OC(=O)C(F)(F)F)=O.[Br:14][C:15]1[C:23]([O:24][CH3:25])=[CH:22][C:18]([C:19]([NH2:21])=O)=[CH:17][C:16]=1[O:26][CH3:27].N1C=CC=CC=1. Product: [Br:14][C:15]1[C:23]([O:24][CH3:25])=[CH:22][C:18]([C:19]#[N:21])=[CH:17][C:16]=1[O:26][CH3:27]. The catalyst class is: 7. (4) Reactant: [Br:1][C:2]1[CH:3]=[C:4]([C:11]([O:13][CH2:14][CH3:15])=[O:12])[C:5]2[CH:10]=[N:9][NH:8][C:6]=2[N:7]=1.[CH:16](Br)([CH3:18])[CH3:17].C([O-])([O-])=O.[K+].[K+]. Product: [Br:1][C:2]1[CH:3]=[C:4]([C:11]([O:13][CH2:14][CH3:15])=[O:12])[C:5]2[CH:10]=[N:9][N:8]([CH:16]([CH3:18])[CH3:17])[C:6]=2[N:7]=1. The catalyst class is: 23. (5) Reactant: [NH2:1][C:2]1[C:7]([C:8]#[N:9])=[C:6]([C:10]2[S:14][CH:13]=[N:12][CH:11]=2)[C:5]([C:15]#[N:16])=[C:4]([SH:17])[N:3]=1.Cl[CH2:19][C:20]1[N:21]=[C:22]([C:25]2[CH:30]=[CH:29][C:28]([Cl:31])=[CH:27][CH:26]=2)[O:23][CH:24]=1.C(=O)(O)[O-].[Na+].O. Product: [NH2:1][C:2]1[C:7]([C:8]#[N:9])=[C:6]([C:10]2[S:14][CH:13]=[N:12][CH:11]=2)[C:5]([C:15]#[N:16])=[C:4]([S:17][CH2:19][C:20]2[N:21]=[C:22]([C:25]3[CH:30]=[CH:29][C:28]([Cl:31])=[CH:27][CH:26]=3)[O:23][CH:24]=2)[N:3]=1. The catalyst class is: 3. (6) Reactant: [NH:1]1[CH2:6][CH2:5][CH2:4][C@H:3]([C:7]2[CH:8]=[C:9]([OH:13])[CH:10]=[CH:11][CH:12]=2)[CH2:2]1.C(=O)(O)[O-].[Na+].[CH2:19]([O:26][C:27]1[C:36]2[O:35][CH2:34][C@H:33]([CH2:37]OS(C)(=O)=O)[O:32][C:31]=2[CH:30]=[CH:29][CH:28]=1)[C:20]1[CH:25]=[CH:24][CH:23]=[CH:22][CH:21]=1.O. Product: [CH2:19]([O:26][C:27]1[C:36]2[O:35][CH2:34][C@H:33]([CH2:37][N:1]3[CH2:6][CH2:5][CH2:4][C@H:3]([C:7]4[CH:8]=[C:9]([OH:13])[CH:10]=[CH:11][CH:12]=4)[CH2:2]3)[O:32][C:31]=2[CH:30]=[CH:29][CH:28]=1)[C:20]1[CH:21]=[CH:22][CH:23]=[CH:24][CH:25]=1. The catalyst class is: 42.